From a dataset of Catalyst prediction with 721,799 reactions and 888 catalyst types from USPTO. Predict which catalyst facilitates the given reaction. (1) Reactant: [Cl:1][C:2]1[CH:10]=[C:9]([CH2:11][CH2:12][C:13]([O:15][CH3:16])=[O:14])[C:8]([Cl:17])=[CH:7][C:3]=1[C:4]([OH:6])=O.CCN=C=NCCCN(C)C.Cl.C1C=CC2N(O)N=NC=2C=1.[Cl:40][C:41]1[C:42]2[N:43]([CH:51]=[C:52]([C:54](=[N:56]O)[NH2:55])[N:53]=2)[CH:44]=[C:45]([C:47]([F:50])([F:49])[F:48])[CH:46]=1. Product: [Cl:17][C:8]1[CH:7]=[C:3]([C:4]2[O:6][N:56]=[C:54]([C:52]3[N:53]=[C:42]4[C:41]([Cl:40])=[CH:46][C:45]([C:47]([F:50])([F:49])[F:48])=[CH:44][N:43]4[CH:51]=3)[N:55]=2)[C:2]([Cl:1])=[CH:10][C:9]=1[CH2:11][CH2:12][C:13]([O:15][CH3:16])=[O:14]. The catalyst class is: 31. (2) Reactant: [Cl:1][C:2]1[CH:7]=[CH:6][C:5]([NH:8][C:9]([NH:11][C:12]2[CH:17]=[CH:16][C:15]([OH:18])=[C:14]([C:19]3[N:20]([CH3:24])[N:21]=[CH:22][CH:23]=3)[CH:13]=2)=[O:10])=[CH:4][CH:3]=1.C1(P(C2C=CC=CC=2)C2C=CC=CC=2)C=CC=CC=1.O[CH2:45][CH2:46][N:47]1[CH2:51][CH2:50][CH2:49][CH2:48]1.N(C(OC(C)C)=O)=NC(OC(C)C)=O. Product: [Cl:1][C:2]1[CH:3]=[CH:4][C:5]([NH:8][C:9]([NH:11][C:12]2[CH:17]=[CH:16][C:15]([O:18][CH2:45][CH2:46][N:47]3[CH2:51][CH2:50][CH2:49][CH2:48]3)=[C:14]([C:19]3[N:20]([CH3:24])[N:21]=[CH:22][CH:23]=3)[CH:13]=2)=[O:10])=[CH:6][CH:7]=1. The catalyst class is: 1. (3) Reactant: [CH3:1][N:2]([CH3:10])[C:3]1[CH:8]=[CH:7][CH:6]=[CH:5][C:4]=1[CH3:9].C([Li])CCC.C(O[K:21])(C)(C)C. Product: [CH3:1][N:2]([CH3:10])[C:3]1[CH:8]=[CH:7][CH:6]=[CH:5][C:4]=1[CH2:9][K:21]. The catalyst class is: 27. (4) Reactant: C1CCC(N=C=NC2CCCCC2)CC1.[CH2:16]([CH:21]1[CH2:26][CH2:25][CH:24]([CH:27]2[CH2:32][CH2:31][CH:30]([C:33]([OH:35])=[O:34])[CH2:29][CH2:28]2)[CH2:23][CH2:22]1)[CH2:17][CH2:18][CH2:19][CH3:20].CN(C1C=CC=CN=1)C.[Br:45][CH2:46][CH2:47][CH2:48]O.C(O)(=O)C(O)=O. Product: [Br:45][CH2:46][CH2:47][CH2:48][O:34][C:33]([CH:30]1[CH2:29][CH2:28][CH:27]([CH:24]2[CH2:25][CH2:26][CH:21]([CH2:16][CH2:17][CH2:18][CH2:19][CH3:20])[CH2:22][CH2:23]2)[CH2:32][CH2:31]1)=[O:35]. The catalyst class is: 2.